This data is from Forward reaction prediction with 1.9M reactions from USPTO patents (1976-2016). The task is: Predict the product of the given reaction. (1) Given the reactants [CH3:1][O:2][C:3]([C:5]1[CH:6]=[C:7]([C:17]2[CH:22]=[CH:21][C:20]([CH3:23])=[CH:19][CH:18]=2)[CH:8]=[C:9]([NH:11][C:12](=[O:16])[CH:13]([CH3:15])[CH3:14])[CH:10]=1)=[O:4].[H-].[Na+].[CH2:26](I)[CH3:27], predict the reaction product. The product is: [CH3:1][O:2][C:3]([C:5]1[CH:6]=[C:7]([C:17]2[CH:22]=[CH:21][C:20]([CH3:23])=[CH:19][CH:18]=2)[CH:8]=[C:9]([N:11]([CH2:26][CH3:27])[C:12](=[O:16])[CH:13]([CH3:15])[CH3:14])[CH:10]=1)=[O:4]. (2) Given the reactants C(OC([N:8]1[CH2:12][CH2:11][CH2:10][CH:9]1[C:13]1[CH:14]=[C:15]([CH:19]=[CH:20][CH:21]=1)[C:16]([OH:18])=O)=O)(C)(C)C.[NH2:22][CH2:23][CH:24]([OH:36])[CH2:25][N:26]1[CH2:35][CH2:34][C:33]2[C:28](=[CH:29][CH:30]=[CH:31][CH:32]=2)[CH2:27]1.C1N(P(Cl)(N2C(=O)OCC2)=O)C(=O)OC1.CCN(C(C)C)C(C)C, predict the reaction product. The product is: [CH2:27]1[C:28]2[C:33](=[CH:32][CH:31]=[CH:30][CH:29]=2)[CH2:34][CH2:35][N:26]1[CH2:25][CH:24]([OH:36])[CH2:23][NH:22][C:16](=[O:18])[C:15]1[CH:19]=[CH:20][CH:21]=[C:13]([CH:9]2[CH2:10][CH2:11][CH2:12][NH:8]2)[CH:14]=1. (3) Given the reactants [Cl:1][C:2]1[CH:22]=[CH:21][C:5]([C:6]([CH:8]2[CH2:13][CH2:12][N:11]([C:14]([O:16][C:17]([CH3:20])([CH3:19])[CH3:18])=[O:15])[CH2:10][CH2:9]2)=[O:7])=[CH:4][CH:3]=1.[BH4-].[Na+], predict the reaction product. The product is: [Cl:1][C:2]1[CH:3]=[CH:4][C:5]([CH:6]([OH:7])[CH:8]2[CH2:9][CH2:10][N:11]([C:14]([O:16][C:17]([CH3:19])([CH3:18])[CH3:20])=[O:15])[CH2:12][CH2:13]2)=[CH:21][CH:22]=1. (4) The product is: [NH2:25][C:26]1[C:27]([C:40]([NH:1][C:2]2[CH:3]=[N:4][CH:5]=[CH:6][C:7]=2[N:8]2[CH2:13][CH2:12][C@@H:11]3[O:14][C:15](=[O:24])[N:16]([C:17]([O:19][C:20]([CH3:21])([CH3:23])[CH3:22])=[O:18])[C@@H:10]3[CH2:9]2)=[O:41])=[N:28][C:29]([C:32]2[C:33]([F:39])=[CH:34][CH:35]=[CH:36][C:37]=2[F:38])=[CH:30][CH:31]=1. Given the reactants [NH2:1][C:2]1[CH:3]=[N:4][CH:5]=[CH:6][C:7]=1[N:8]1[CH2:13][CH2:12][C@@H:11]2[O:14][C:15](=[O:24])[N:16]([C:17]([O:19][C:20]([CH3:23])([CH3:22])[CH3:21])=[O:18])[C@@H:10]2[CH2:9]1.[NH2:25][C:26]1[C:27]([C:40](O)=[O:41])=[N:28][C:29]([C:32]2[C:37]([F:38])=[CH:36][CH:35]=[CH:34][C:33]=2[F:39])=[CH:30][CH:31]=1.C(Cl)CCl.C1C=NC2N(O)N=NC=2C=1, predict the reaction product. (5) Given the reactants Cl[C:2]1[CH:7]=[CH:6][C:5]([N+:8]([O-:10])=[O:9])=[CH:4][N:3]=1.[C:11]1(B(O)O)[CH:16]=[CH:15][CH:14]=[CH:13][CH:12]=1, predict the reaction product. The product is: [C:11]1([C:2]2[CH:7]=[CH:6][C:5]([N+:8]([O-:10])=[O:9])=[CH:4][N:3]=2)[CH:16]=[CH:15][CH:14]=[CH:13][CH:12]=1. (6) Given the reactants [C:1]([CH:5]1[CH2:13][C:12]2[C:7](=[CH:8][C:9]([N+:14]([O-:16])=[O:15])=[CH:10][CH:11]=2)[NH:6]1)([CH3:4])([CH3:3])[CH3:2].C(C1C(=O)C(Cl)=C(Cl)C(=O)C=1C#N)#N, predict the reaction product. The product is: [C:1]([C:5]1[NH:6][C:7]2[C:12]([CH:13]=1)=[CH:11][CH:10]=[C:9]([N+:14]([O-:16])=[O:15])[CH:8]=2)([CH3:4])([CH3:2])[CH3:3]. (7) Given the reactants [Cl:1][C:2]1[C:11]2[C:6](=[CH:7][CH:8]=[C:9]([C:12]([OH:32])([C:26]3[N:30]([CH3:31])[CH:29]=[N:28][CH:27]=3)[CH:13]3[CH2:18][CH2:17][N:16](C(OC(C)(C)C)=O)[CH2:15][CH2:14]3)[CH:10]=2)[N:5]=[C:4]([O:33][CH3:34])[C:3]=1[CH2:35][CH:36]1[CH2:41][CH2:40][O:39][CH2:38][CH2:37]1.C(O)(C(F)(F)F)=O.[OH-].[Na+], predict the reaction product. The product is: [Cl:1][C:2]1[C:11]2[C:6](=[CH:7][CH:8]=[C:9]([C:12]([C:26]3[N:30]([CH3:31])[CH:29]=[N:28][CH:27]=3)([CH:13]3[CH2:14][CH2:15][NH:16][CH2:17][CH2:18]3)[OH:32])[CH:10]=2)[N:5]=[C:4]([O:33][CH3:34])[C:3]=1[CH2:35][CH:36]1[CH2:37][CH2:38][O:39][CH2:40][CH2:41]1. (8) Given the reactants [CH2:1]([N:8]1[CH2:18][CH:17]([C:19]2[CH:24]=[CH:23][C:22]([Cl:25])=[CH:21][CH:20]=2)[O:16][C:10]2([CH2:15][CH2:14][NH:13][CH2:12][CH2:11]2)[CH2:9]1)[C:2]1[CH:7]=[CH:6][CH:5]=[CH:4][CH:3]=1.[CH:26]([O:29][C:30]1[CH:38]=[CH:37][C:33]([C:34](O)=[O:35])=[CH:32][C:31]=1[CH3:39])([CH3:28])[CH3:27].CCN(C(C)C)C(C)C.CN(C(ON1N=NC2C=CC=NC1=2)=[N+](C)C)C.F[P-](F)(F)(F)(F)F, predict the reaction product. The product is: [CH2:1]([N:8]1[CH2:18][CH:17]([C:19]2[CH:24]=[CH:23][C:22]([Cl:25])=[CH:21][CH:20]=2)[O:16][C:10]2([CH2:15][CH2:14][N:13]([C:34]([C:33]3[CH:37]=[CH:38][C:30]([O:29][CH:26]([CH3:27])[CH3:28])=[C:31]([CH3:39])[CH:32]=3)=[O:35])[CH2:12][CH2:11]2)[CH2:9]1)[C:2]1[CH:7]=[CH:6][CH:5]=[CH:4][CH:3]=1.